Dataset: Reaction yield outcomes from USPTO patents with 853,638 reactions. Task: Predict the reaction yield, written as a fraction of the theoretical maximum amount of product (1.0 means a 100% yield; for example, 0.34 means a 34% yield). (1) The reactants are [Cl:1][C:2]1[CH:7]=[CH:6][C:5]([C:8]([N:10]2[CH2:15][CH2:14][N:13]([CH:16]3[CH:20]([OH:21])[CH2:19][NH:18][CH2:17]3)[CH2:12][CH2:11]2)=[O:9])=[CH:4][CH:3]=1.C(#N)C.C1CCN2C(=NCCC2)CC1.Cl[C:37]1[C:46]2[C:41](=[CH:42][CH:43]=[C:44]([O:47][CH3:48])[CH:45]=2)[N:40]=[C:39]([C:49]([F:52])([F:51])[F:50])[N:38]=1. The catalyst is CO.CCOC(C)=O.CCOCC. The product is [Cl:1][C:2]1[CH:7]=[CH:6][C:5]([C:8]([N:10]2[CH2:15][CH2:14][N:13]([C@@H:16]3[C@@H:20]([OH:21])[CH2:19][N:18]([C:37]4[C:46]5[C:41](=[CH:42][CH:43]=[C:44]([O:47][CH3:48])[CH:45]=5)[N:40]=[C:39]([C:49]([F:51])([F:52])[F:50])[N:38]=4)[CH2:17]3)[CH2:12][CH2:11]2)=[O:9])=[CH:4][CH:3]=1. The yield is 0.800. (2) The reactants are [C:1]([C:3]1[C:4]([NH2:10])=[N:5][C:6]([NH2:9])=[CH:7][CH:8]=1)#[CH:2].[C:11](Cl)(=[N:13][OH:14])[CH3:12].[N:16]1[CH:21]=[CH:20][CH:19]=[CH:18][C:17]=1[O:22][C:23]1[CH:28]=[CH:27][CH:26]=[CH:25][CH:24]=1.C(N(CC)CC)C. The catalyst is O1CCCC1. The product is [N:16]1[CH:21]=[CH:20][CH:19]=[CH:18][C:17]=1[O:22][C:23]1[CH:24]=[CH:25][C:26]([CH2:12][C:11]2[CH:2]=[C:1]([C:3]3[C:4]([NH2:10])=[N:5][C:6]([NH2:9])=[CH:7][CH:8]=3)[O:14][N:13]=2)=[CH:27][CH:28]=1. The yield is 0.140. (3) The product is [CH3:7][O:8][C:9]1[C:17]2[N:16]=[C:15]3[N:18]([C:22]4[C:23]([CH3:31])=[N:24][C:25]([O:29][CH3:30])=[N:26][C:27]=4[CH3:28])[CH2:19][CH2:20][CH2:21][N:14]3[C:13]=2[C:12]([CH2:32][OH:33])=[CH:11][CH:10]=1. The reactants are [H-].[Al+3].[Li+].[H-].[H-].[H-].[CH3:7][O:8][C:9]1[CH:10]=[CH:11][C:12]([C:32](OC)=[O:33])=[C:13]2[C:17]=1[N:16]=[C:15]1[N:18]([C:22]3[C:23]([CH3:31])=[N:24][C:25]([O:29][CH3:30])=[N:26][C:27]=3[CH3:28])[CH2:19][CH2:20][CH2:21][N:14]21.[OH-].[Na+].S([O-])([O-])(=O)=O.[Mg+2]. The yield is 0.710. The catalyst is O1CCCC1.O. (4) The reactants are [C:1](Cl)(=[O:8])[C:2]1[CH:7]=[CH:6][CH:5]=[CH:4][CH:3]=1.C(N(CC)CC)C.ClCCl.[N:20]1([C:26]2[CH:32]=[CH:31][C:30]([C:33]([F:36])([F:35])[F:34])=[CH:29][C:27]=2[NH2:28])[CH2:25][CH2:24][CH2:23][CH2:22][CH2:21]1. The catalyst is O. The product is [N:20]1([C:26]2[CH:32]=[CH:31][C:30]([C:33]([F:35])([F:36])[F:34])=[CH:29][C:27]=2[NH:28][C:1](=[O:8])[C:2]2[CH:7]=[CH:6][CH:5]=[CH:4][CH:3]=2)[CH2:21][CH2:22][CH2:23][CH2:24][CH2:25]1. The yield is 0.867. (5) The reactants are C(OC(=O)[NH:7][CH2:8][CH2:9][C:10]([NH:12][C:13]1[CH:18]=[CH:17][CH:16]=[C:15]([C:19]2[CH:24]=[C:23]([C:25]3[CH:30]=[CH:29][CH:28]=[CH:27][C:26]=3[OH:31])[N:22]=[C:21]([NH:32][C:33](=[O:40])[C:34]3[CH:39]=[CH:38][CH:37]=[CH:36][CH:35]=3)[C:20]=2[C:41]#[N:42])[CH:14]=1)=[O:11])(C)(C)C.[F:44][C:45]([F:50])([F:49])[C:46]([OH:48])=[O:47]. No catalyst specified. The product is [F:44][C:45]([F:50])([F:49])[C:46]([OH:48])=[O:47].[NH2:7][CH2:8][CH2:9][C:10]([NH:12][C:13]1[CH:14]=[C:15]([C:19]2[CH:24]=[C:23]([C:25]3[CH:30]=[CH:29][CH:28]=[CH:27][C:26]=3[OH:31])[N:22]=[C:21]([NH:32][C:33](=[O:40])[C:34]3[CH:35]=[CH:36][CH:37]=[CH:38][CH:39]=3)[C:20]=2[C:41]#[N:42])[CH:16]=[CH:17][CH:18]=1)=[O:11]. The yield is 0.780. (6) The reactants are [CH2:1]([O:3][C:4]([C:6]1[NH:7][C:8]([CH3:11])=[CH:9][CH:10]=1)=[O:5])[CH3:2].[CH3:12][O:13][C:14]1[CH:15]=[C:16]([CH2:20][C:21](Cl)=[O:22])[CH:17]=[CH:18][CH:19]=1. The catalyst is ClCCCl. The product is [CH2:1]([O:3][C:4]([C:6]1[NH:7][C:8]([CH3:11])=[C:9]([C:21](=[O:22])[CH2:20][C:16]2[CH:17]=[CH:18][CH:19]=[C:14]([O:13][CH3:12])[CH:15]=2)[CH:10]=1)=[O:5])[CH3:2]. The yield is 0.500. (7) The reactants are Cl.[F:2][C:3]1[CH:8]=[CH:7][CH:6]=[CH:5][C:4]=1[C:9]1[O:13][N:12]=[C:11]([CH:14]2[CH2:19][CH2:18][CH2:17][NH:16][CH2:15]2)[N:10]=1.[F:20][C:21]1[CH:29]=[CH:28][C:24]([C:25](O)=[O:26])=[C:23]([NH:30][CH3:31])[CH:22]=1.CCN=C=NCCCN(C)C.Cl.C1C=CC2N(O)N=NC=2C=1. The catalyst is O1CCOCC1. The product is [F:20][C:21]1[CH:29]=[CH:28][C:24]([C:25]([N:16]2[CH2:17][CH2:18][CH2:19][CH:14]([C:11]3[N:10]=[C:9]([C:4]4[CH:5]=[CH:6][CH:7]=[CH:8][C:3]=4[F:2])[O:13][N:12]=3)[CH2:15]2)=[O:26])=[C:23]([NH:30][CH3:31])[CH:22]=1. The yield is 0.750. (8) The reactants are [O:1]=[S:2]1(=[O:29])[CH2:7][CH2:6][N:5]([C:8]([C:10]2[NH:11][C:12]3[C:17]([CH:18]=2)=[CH:16][C:15]([O:19][CH:20]2[CH2:25][CH2:24][N:23]([CH:26]([CH3:28])[CH3:27])[CH2:22][CH2:21]2)=[CH:14][CH:13]=3)=[O:9])[CH2:4][CH2:3]1.N1C=CC=CC=1.[C:36]([C:38]1[CH:43]=[CH:42][C:41](B2OC(C)(C)C(C)(C)O2)=[CH:40][N:39]=1)#[N:37]. The catalyst is ClCCl.C([O-])(=O)C.[Cu+2].C([O-])(=O)C. The product is [O:29]=[S:2]1(=[O:1])[CH2:7][CH2:6][N:5]([C:8]([C:10]2[N:11]([C:41]3[CH:42]=[CH:43][C:38]([C:36]#[N:37])=[N:39][CH:40]=3)[C:12]3[C:17]([CH:18]=2)=[CH:16][C:15]([O:19][CH:20]2[CH2:25][CH2:24][N:23]([CH:26]([CH3:27])[CH3:28])[CH2:22][CH2:21]2)=[CH:14][CH:13]=3)=[O:9])[CH2:4][CH2:3]1. The yield is 0.230.